Task: Predict the reactants needed to synthesize the given product.. Dataset: Full USPTO retrosynthesis dataset with 1.9M reactions from patents (1976-2016) Given the product [CH3:1][O:2][C:3]1[CH:4]=[CH:5][C:6]2[S:9][CH2:10][CH2:11][N:12]([C:13]([N:15]3[CH2:20][CH2:19][N:18]([C:21]([O:23][CH2:24][C:25]4[CH:26]=[CH:27][CH:28]=[CH:29][CH:30]=4)=[O:22])[CH2:17][CH2:16]3)=[O:14])[CH2:33][C:7]=2[CH:8]=1, predict the reactants needed to synthesize it. The reactants are: [CH3:1][O:2][C:3]1[CH:8]=[CH:7][C:6]([S:9][CH2:10][CH2:11][NH:12][C:13]([N:15]2[CH2:20][CH2:19][N:18]([C:21]([O:23][CH2:24][C:25]3[CH:30]=[CH:29][CH:28]=[CH:27][CH:26]=3)=[O:22])[CH2:17][CH2:16]2)=[O:14])=[CH:5][CH:4]=1.C=O.[C:33]1(C)C=CC(S(O)(=O)=O)=CC=1.